From a dataset of Forward reaction prediction with 1.9M reactions from USPTO patents (1976-2016). Predict the product of the given reaction. (1) Given the reactants [NH2:1][CH2:2][C@H:3]1[N:8]([C:9]([C:11]2[N:12]=[C:13]([CH3:23])[S:14][C:15]=2[C:16]2[CH:17]=[C:18]([CH3:22])[CH:19]=[CH:20][CH:21]=2)=[O:10])[CH2:7][C@H:6]2[C@@H:4]1[CH2:5]2.[CH3:24][O:25][C:26]1[CH:34]=[CH:33][C:32]([O:35][CH3:36])=[CH:31][C:27]=1[C:28](O)=[O:29], predict the reaction product. The product is: [CH3:24][O:25][C:26]1[CH:34]=[CH:33][C:32]([O:35][CH3:36])=[CH:31][C:27]=1[C:28]([NH:1][CH2:2][C@H:3]1[N:8]([C:9]([C:11]2[N:12]=[C:13]([CH3:23])[S:14][C:15]=2[C:16]2[CH:17]=[C:18]([CH3:22])[CH:19]=[CH:20][CH:21]=2)=[O:10])[CH2:7][C@H:6]2[C@@H:4]1[CH2:5]2)=[O:29]. (2) Given the reactants C(OC(=O)[NH:7][C:8]1[CH:13]=[CH:12][C:11]([C:14]2[CH:19]=[CH:18][C:17]([F:20])=[CH:16][CH:15]=2)=[CH:10][C:9]=1[NH:21][C:22](=[O:38])[CH2:23][C:24]([C:26]1[CH:31]=[CH:30][CH:29]=[C:28]([N:32]2[CH:36]=[C:35]([CH3:37])[N:34]=[CH:33]2)[CH:27]=1)=O)(C)(C)C.C(O)(C(F)(F)F)=O, predict the reaction product. The product is: [F:20][C:17]1[CH:16]=[CH:15][C:14]([C:11]2[CH:12]=[CH:13][C:8]3[N:7]=[C:24]([C:26]4[CH:31]=[CH:30][CH:29]=[C:28]([N:32]5[CH:36]=[C:35]([CH3:37])[N:34]=[CH:33]5)[CH:27]=4)[CH2:23][C:22](=[O:38])[NH:21][C:9]=3[CH:10]=2)=[CH:19][CH:18]=1. (3) Given the reactants [NH2:1][C:2]1[CH:3]=[C:4]([CH:10]=[CH:11][CH:12]=1)[C:5]([O:7][CH2:8][CH3:9])=[O:6].Br[CH2:14][C:15]1[CH:20]=[CH:19][C:18]([C:21](=[O:26])[C:22]([O:24][CH3:25])=[O:23])=[CH:17][CH:16]=1.C(N(C(C)C)CC)(C)C.C1(C)C=CC=CC=1, predict the reaction product. The product is: [CH2:8]([O:7][C:5]([C:4]1[CH:3]=[C:2]([NH:1][CH2:14][C:15]2[CH:16]=[CH:17][C:18]([C:21](=[O:26])[C:22]([O:24][CH3:25])=[O:23])=[CH:19][CH:20]=2)[CH:12]=[CH:11][CH:10]=1)=[O:6])[CH3:9]. (4) Given the reactants Cl[C:2]1[CH:11]=[CH:10][CH:9]=[C:8]([N+:12]([O-:14])=[O:13])[C:3]=1[C:4]([O:6][CH3:7])=[O:5].[CH3:15][C:16]1[CH:21]=[C:20]([CH3:22])[CH:19]=[CH:18][C:17]=1B(O)O.[F-].[Cs+], predict the reaction product. The product is: [CH3:15][C:16]1[CH:21]=[C:20]([CH3:22])[CH:19]=[CH:18][C:17]=1[C:2]1[CH:11]=[CH:10][CH:9]=[C:8]([N+:12]([O-:14])=[O:13])[C:3]=1[C:4]([O:6][CH3:7])=[O:5]. (5) Given the reactants [OH:1][CH:2]([CH2:15][OH:16])[CH2:3][N:4]1[CH2:12][C:11]2[C:6](=[CH:7][CH:8]=[C:9](I)[CH:10]=2)[C:5]1=[O:14].C[O:18][CH:19](OC)[C:20]1[S:21][CH:22]=[CH:23][CH:24]=1, predict the reaction product. The product is: [OH:1][CH:2]([CH2:15][OH:16])[CH2:3][N:4]1[CH2:12][C:11]2[C:6](=[CH:7][CH:8]=[C:9]([C:22]3[S:21][C:20]([CH:19]=[O:18])=[CH:24][CH:23]=3)[CH:10]=2)[C:5]1=[O:14].